From a dataset of Reaction yield outcomes from USPTO patents with 853,638 reactions. Predict the reaction yield, written as a fraction of the theoretical maximum amount of product (1.0 means a 100% yield; for example, 0.34 means a 34% yield). (1) The reactants are [Cl:1][C:2]1[CH:7]=[C:6]([C:8]2[CH:13]=[CH:12]N=[C:10](Cl)[CH:9]=2)[CH:5]=[C:4]([Cl:15])[C:3]=1[S:16]([NH:19][C:20]1[C:21]([CH3:27])=[N:22][N:23]([CH3:26])[C:24]=1[CH3:25])(=[O:18])=[O:17].[CH:28]([C:30]1C=CC(B(O)O)=CC=1)=[O:29].P([O-])([O-])([O-])=O.[K+].[K+].[K+].C(Cl)Cl. The catalyst is O=O.C1C=CC(P(C2C=CC=CC=2)[C-]2C=CC=C2)=CC=1.C1C=CC(P(C2C=CC=CC=2)[C-]2C=CC=C2)=CC=1.Cl[Pd]Cl.[Fe+2].O. The product is [CH3:26][N:23]1[C:24]([CH3:25])=[C:20]([NH:19][S:16]([C:3]2[C:4]([Cl:15])=[CH:5][C:6]([C:8]3[CH:13]=[CH:12][C:30]([CH:28]=[O:29])=[CH:10][CH:9]=3)=[CH:7][C:2]=2[Cl:1])(=[O:17])=[O:18])[C:21]([CH3:27])=[N:22]1. The yield is 0.750. (2) The reactants are [C:1]([O:5][C:6]([N:8]1[CH2:13][CH2:12][C:11]([CH2:15][NH2:16])([OH:14])[CH2:10][CH2:9]1)=[O:7])([CH3:4])([CH3:3])[CH3:2].[F:17][C:18]([F:25])([F:24])[C:19](OCC)=[O:20]. The catalyst is C1COCC1.CN(C1C=CN=CC=1)C.C(OCC)(=O)C. The product is [OH:14][C:11]1([CH2:15][NH:16][C:19](=[O:20])[C:18]([F:25])([F:24])[F:17])[CH2:10][CH2:9][N:8]([C:6]([O:5][C:1]([CH3:4])([CH3:3])[CH3:2])=[O:7])[CH2:13][CH2:12]1. The yield is 0.840. (3) The reactants are [Cl:1][C:2]1[N:7]=[N:6][C:5]([C:8]([OH:10])=O)=[CH:4][CH:3]=1.C(N(C(C)C)CC)(C)C.O.O[N:22]1[C:26]2[CH:27]=[CH:28][CH:29]=[CH:30]C=2N=N1.CN(C)CCCN=C=NCC.C1(CCN)CC1. The catalyst is ClCCl. The product is [CH:28]1([CH2:27][CH2:26][NH:22][C:8]([C:5]2[N:6]=[N:7][C:2]([Cl:1])=[CH:3][CH:4]=2)=[O:10])[CH2:29][CH2:30]1. The yield is 0.550. (4) The reactants are Cl[C:2]1[CH:7]=[C:6]([C:8]([F:11])([F:10])[F:9])[N:5]=[C:4]([C:12]2[CH:13]=[N:14][CH:15]=[CH:16][CH:17]=2)[N:3]=1.[CH3:18][O:19][C:20]1[CH:26]=[CH:25][C:24]([Cl:27])=[CH:23][C:21]=1[NH2:22].Cl. The catalyst is C(O)C.O. The product is [Cl:27][C:24]1[CH:25]=[CH:26][C:20]([O:19][CH3:18])=[C:21]([CH:23]=1)[NH:22][C:2]1[CH:7]=[C:6]([C:8]([F:11])([F:10])[F:9])[N:5]=[C:4]([C:12]2[CH:13]=[N:14][CH:15]=[CH:16][CH:17]=2)[N:3]=1. The yield is 0.670. (5) The reactants are [CH:1]1([CH:7]([C:9]2[CH:13]=[C:12]([C:14]3[CH:19]=[CH:18][C:17]([C:20]([F:23])([F:22])[F:21])=[CH:16][CH:15]=3)[S:11][C:10]=2[CH2:24][CH3:25])O)[CH2:6][CH2:5][CH2:4][CH2:3][CH2:2]1.S(Cl)([Cl:28])=O.C(=O)([O-])O.[Na+]. The catalyst is C1(C)C=CC=CC=1. The product is [Cl:28][CH:7]([CH:1]1[CH2:6][CH2:5][CH2:4][CH2:3][CH2:2]1)[C:9]1[CH:13]=[C:12]([C:14]2[CH:19]=[CH:18][C:17]([C:20]([F:23])([F:22])[F:21])=[CH:16][CH:15]=2)[S:11][C:10]=1[CH2:24][CH3:25]. The yield is 0.860. (6) The reactants are [Cl:1][C:2]1[CH:3]=[C:4]([CH:24]=[CH:25][CH:26]=1)[CH2:5][O:6][C:7]1[CH:16]=[C:15]2[C:10]([CH2:11][CH:12]([CH2:18][C:19]([O:21][CH2:22][CH3:23])=[O:20])[C:13](=[O:17])[NH:14]2)=[CH:9][CH:8]=1.ClC1C(=O)C(C#N)=C(C#N)C(=O)C=1Cl.C([O-])(O)=O.[Na+]. The product is [Cl:1][C:2]1[CH:3]=[C:4]([CH:24]=[CH:25][CH:26]=1)[CH2:5][O:6][C:7]1[CH:16]=[C:15]2[C:10]([CH:11]=[C:12]([CH2:18][C:19]([O:21][CH2:22][CH3:23])=[O:20])[C:13](=[O:17])[NH:14]2)=[CH:9][CH:8]=1. The catalyst is C(Cl)(Cl)Cl. The yield is 0.550.